This data is from Catalyst prediction with 721,799 reactions and 888 catalyst types from USPTO. The task is: Predict which catalyst facilitates the given reaction. (1) Reactant: [Br:1][C:2]1[CH:7]=[CH:6][C:5]([CH2:8][C@H:9]([NH:13][C:14]([O:16][C:17]([CH3:20])([CH3:19])[CH3:18])=[O:15])[C:10](O)=[O:11])=[CH:4][CH:3]=1.[CH3:21][S:22]([NH2:25])(=[O:24])=[O:23].CCN(C(C)C)C(C)C.C(Cl)CCl. Product: [Br:1][C:2]1[CH:7]=[CH:6][C:5]([CH2:8][C@H:9]([NH:13][C:14](=[O:15])[O:16][C:17]([CH3:20])([CH3:19])[CH3:18])[C:10]([NH:25][S:22]([CH3:21])(=[O:24])=[O:23])=[O:11])=[CH:4][CH:3]=1. The catalyst class is: 64. (2) Reactant: [F:1][C:2]1([F:7])[CH2:4][CH:3]1[CH2:5][OH:6].[H-].[Na+].[Br:10][C:11]1[CH:16]=[CH:15][CH:14]=[C:13](F)[N:12]=1.O. Product: [Br:10][C:11]1[CH:16]=[CH:15][CH:14]=[C:13]([O:6][CH2:5][CH:3]2[CH2:4][C:2]2([F:7])[F:1])[N:12]=1. The catalyst class is: 887. (3) Reactant: [CH3:1][O:2][C:3](=[O:48])[CH2:4][CH2:5][C:6]1[C:11]([O:12][CH2:13][CH2:14][CH2:15][C:16]([O:18]C(C)(C)C)=[O:17])=[CH:10][CH:9]=[CH:8][C:7]=1[CH2:23][CH2:24][CH2:25][CH2:26][CH2:27][CH2:28][O:29][C:30]1[CH:35]=[C:34]([C:36]2[CH:41]=[CH:40][CH:39]=[CH:38][CH:37]=2)[CH:33]=[C:32]([C:42]2[CH:47]=[CH:46][CH:45]=[CH:44][CH:43]=2)[N:31]=1.C1(OC)C=CC=CC=1.C(#N)C. Product: [CH3:1][O:2][C:3](=[O:48])[CH2:4][CH2:5][C:6]1[C:11]([O:12][CH2:13][CH2:14][CH2:15][C:16]([OH:18])=[O:17])=[CH:10][CH:9]=[CH:8][C:7]=1[CH2:23][CH2:24][CH2:25][CH2:26][CH2:27][CH2:28][O:29][C:30]1[CH:35]=[C:34]([C:36]2[CH:37]=[CH:38][CH:39]=[CH:40][CH:41]=2)[CH:33]=[C:32]([C:42]2[CH:43]=[CH:44][CH:45]=[CH:46][CH:47]=2)[N:31]=1. The catalyst class is: 67. (4) Reactant: N[C:2]1[CH:7]=[CH:6][C:5]([N:8]([C:13]2[C:32]([CH:33]3[CH2:35][CH2:34]3)=[CH:31][C:16]3[C:17]([C:27]([NH:29][CH3:30])=[O:28])=[C:18]([C:20]4[CH:25]=[CH:24][C:23]([F:26])=[CH:22][CH:21]=4)[O:19][C:15]=3[CH:14]=2)[S:9]([CH3:12])(=[O:11])=[O:10])=[C:4]([F:36])[CH:3]=1.[BrH:37].N([O-])=O.[Na+]. Product: [Br:37][C:2]1[CH:7]=[CH:6][C:5]([N:8]([C:13]2[C:32]([CH:33]3[CH2:35][CH2:34]3)=[CH:31][C:16]3[C:17]([C:27]([NH:29][CH3:30])=[O:28])=[C:18]([C:20]4[CH:25]=[CH:24][C:23]([F:26])=[CH:22][CH:21]=4)[O:19][C:15]=3[CH:14]=2)[S:9]([CH3:12])(=[O:11])=[O:10])=[C:4]([F:36])[CH:3]=1. The catalyst class is: 47. (5) Reactant: Br[C:2](Br)=[CH:3][C:4]1[S:8][C:7]2[CH:9]=[CH:10][CH:11]=[CH:12][C:6]=2[CH:5]=1.[N:14]1([C:20]([O:22][C:23]([CH3:26])([CH3:25])[CH3:24])=[O:21])[CH2:19][CH2:18][NH:17][CH2:16][CH2:15]1.[OH-:27].[K+]. Product: [S:8]1[C:7]2[CH:9]=[CH:10][CH:11]=[CH:12][C:6]=2[CH:5]=[C:4]1[CH2:3][CH:2]([N:17]1[CH2:18][CH2:19][N:14]([C:20]([O:22][C:23]([CH3:26])([CH3:25])[CH3:24])=[O:21])[CH2:15][CH2:16]1)[OH:27]. The catalyst class is: 30. (6) Reactant: [F:1][C:2]1[CH:7]=[CH:6][C:5]([F:8])=[CH:4][C:3]=1[CH:9]=[CH:10][C:11]([NH:13][C@H:14]([C:25]([O:27]C)=[O:26])[CH2:15][C:16]1[C:24]2[C:19](=[CH:20][CH:21]=[CH:22][CH:23]=2)[NH:18][CH:17]=1)=[O:12].[OH-].[Na+]. Product: [F:1][C:2]1[CH:7]=[CH:6][C:5]([F:8])=[CH:4][C:3]=1[CH:9]=[CH:10][C:11]([NH:13][C@H:14]([C:25]([OH:27])=[O:26])[CH2:15][C:16]1[C:24]2[C:19](=[CH:20][CH:21]=[CH:22][CH:23]=2)[NH:18][CH:17]=1)=[O:12]. The catalyst class is: 5. (7) Reactant: [CH3:1][S:2]([NH:5][C:6]1[CH:7]=[C:8]([C:12]#[N:13])[N:9]([CH3:11])[CH:10]=1)(=[O:4])=[O:3].[H][H]. Product: [CH3:1][S:2]([NH:5][C:6]1[CH:7]=[C:8]([CH2:12][NH2:13])[N:9]([CH3:11])[CH:10]=1)(=[O:3])=[O:4]. The catalyst class is: 43. (8) Reactant: [CH3:1][O:2][CH2:3][C:4]1[C:9]([CH:10]=[CH2:11])=[CH:8][CH:7]=[CH:6][C:5]=1[N:12]1[C:16](=[O:17])[N:15]([CH3:18])[N:14]=[N:13]1. Product: [CH3:1][O:2][CH2:3][C:4]1[C:9]([CH2:10][CH3:11])=[CH:8][CH:7]=[CH:6][C:5]=1[N:12]1[C:16](=[O:17])[N:15]([CH3:18])[N:14]=[N:13]1. The catalyst class is: 43. (9) Reactant: [CH3:1][C:2]1([CH3:17])[CH2:5][CH:4]([C:6]([C:8]2[CH:16]=[CH:15][C:11]([C:12]([OH:14])=[O:13])=[CH:10][CH:9]=2)=[O:7])[CH2:3]1. Product: [CH3:1][C:2]1([CH3:17])[CH2:3][CH:4]([C:6]([C:8]2[CH:9]=[CH:10][C:11]([C:12]([O:14][C:2]([CH3:5])([CH3:3])[CH3:1])=[O:13])=[CH:15][CH:16]=2)=[O:7])[CH2:5]1. The catalyst class is: 2. (10) Reactant: [N:1]1[CH:6]=[CH:5][CH:4]=[CH:3][C:2]=1[CH:7]=[N:8][C@H:9]1[CH2:14][CH2:13][CH2:12][CH2:11][C@@H:10]1[N:15]=[CH:16][C:17]1[CH:22]=[CH:21][CH:20]=[CH:19][N:18]=1.O. Product: [N:1]1[CH:6]=[CH:5][CH:4]=[CH:3][C:2]=1[CH2:7][NH:8][C@H:9]1[CH2:14][CH2:13][CH2:12][CH2:11][C@@H:10]1[NH:15][CH2:16][C:17]1[CH:22]=[CH:21][CH:20]=[CH:19][N:18]=1. The catalyst class is: 5.